Predict the reactants needed to synthesize the given product. From a dataset of Full USPTO retrosynthesis dataset with 1.9M reactions from patents (1976-2016). Given the product [CH2:1]([N:8]1[CH2:18][CH2:17][C:11]2[N:12]=[CH:13][N:14]=[C:15]([NH:28][C@@H:26]([C:23]3[CH:24]=[CH:25][C:20]([Cl:19])=[CH:21][CH:22]=3)[CH3:27])[C:10]=2[CH2:9]1)[C:2]1[CH:7]=[CH:6][CH:5]=[CH:4][CH:3]=1, predict the reactants needed to synthesize it. The reactants are: [CH2:1]([N:8]1[CH2:18][CH2:17][C:11]2[N:12]=[CH:13][N:14]=[C:15](Cl)[C:10]=2[CH2:9]1)[C:2]1[CH:7]=[CH:6][CH:5]=[CH:4][CH:3]=1.[Cl:19][C:20]1[CH:25]=[CH:24][C:23]([C@H:26]([NH2:28])[CH3:27])=[CH:22][CH:21]=1.C(N(CC)C(C)C)(C)C.